Dataset: HIV replication inhibition screening data with 41,000+ compounds from the AIDS Antiviral Screen. Task: Binary Classification. Given a drug SMILES string, predict its activity (active/inactive) in a high-throughput screening assay against a specified biological target. (1) The compound is O=c1ccc2nc3cc(Cl)ccc3sc-2c1. The result is 0 (inactive). (2) The compound is Cc1cc(C)nc(NS(=O)(=O)c2ccc(N=c3c4ccccc4n(-c4ccccc4)c4ccccc34)cc2)n1. The result is 0 (inactive).